The task is: Predict the reactants needed to synthesize the given product.. This data is from Full USPTO retrosynthesis dataset with 1.9M reactions from patents (1976-2016). (1) Given the product [N:1]([C:2]1[CH:3]=[N:4][CH:5]=[CH:6][C:7]=1[N:8]1[CH2:13][C@H:12]([CH3:14])[CH2:11][C@H:10]([NH:15][C:16](=[O:22])[O:17][C:18]([CH3:21])([CH3:20])[CH3:19])[CH2:9]1)=[C:23]=[S:24], predict the reactants needed to synthesize it. The reactants are: [NH2:1][C:2]1[CH:3]=[N:4][CH:5]=[CH:6][C:7]=1[N:8]1[CH2:13][C@H:12]([CH3:14])[CH2:11][C@H:10]([NH:15][C:16](=[O:22])[O:17][C:18]([CH3:21])([CH3:20])[CH3:19])[CH2:9]1.[C:23](N1C=CN=C1)(N1C=CN=C1)=[S:24]. (2) Given the product [CH3:1][O:2][C:3]([C:5]1[S:6][C:7]([C:23]2[CH:28]=[CH:27][CH:26]=[CH:25][CH:24]=2)=[CH:8][C:9]=1[N:10]([S:11]([C:14]1[CH:19]=[C:18]([CH3:20])[C:17]([Cl:21])=[CH:16][C:15]=1[CH3:22])(=[O:13])=[O:12])[CH2:33][C:32]1[CH:35]=[CH:36][CH:37]=[C:30]([I:29])[CH:31]=1)=[O:4], predict the reactants needed to synthesize it. The reactants are: [CH3:1][O:2][C:3]([C:5]1[S:6][C:7]([C:23]2[CH:28]=[CH:27][CH:26]=[CH:25][CH:24]=2)=[CH:8][C:9]=1[NH:10][S:11]([C:14]1[CH:19]=[C:18]([CH3:20])[C:17]([Cl:21])=[CH:16][C:15]=1[CH3:22])(=[O:13])=[O:12])=[O:4].[I:29][C:30]1[CH:31]=[C:32]([CH:35]=[CH:36][CH:37]=1)[CH2:33]Br.C(=O)([O-])[O-].[Cs+].[Cs+]. (3) Given the product [Cl:1][C:2]1[CH:3]=[CH:4][C:5]([C:8]2[C:17](=[O:18])[C:16]3[C:11](=[C:12]([CH:34]=[O:36])[C:13]([OH:19])=[CH:14][CH:15]=3)[O:10][C:9]=2[CH:20]([CH3:22])[CH3:21])=[CH:6][CH:7]=1, predict the reactants needed to synthesize it. The reactants are: [Cl:1][C:2]1[CH:7]=[CH:6][C:5]([C:8]2[C:17](=[O:18])[C:16]3[C:11](=[CH:12][C:13]([OH:19])=[CH:14][CH:15]=3)[O:10][C:9]=2[CH:20]([CH3:22])[CH3:21])=[CH:4][CH:3]=1.C1N2CN3CN(C2)CN1C3.Cl.[C:34](O)(=[O:36])C. (4) Given the product [NH2:4][CH2:5][CH2:6][C:7]1[N:8]([CH:29]([C:36]2[CH:41]=[CH:40][CH:39]=[CH:38][CH:37]=2)[C:30]2[CH:35]=[CH:34][CH:33]=[CH:32][CH:31]=2)[C:9]2[C:14]([C:15]=1[CH:16]([CH3:17])[CH2:15][C:14]1[CH:9]=[CH:10][C:11]([C:45]([OH:46])=[O:42])=[CH:12][CH:13]=1)=[CH:13][C:12]([Cl:44])=[CH:11][CH:10]=2, predict the reactants needed to synthesize it. The reactants are: C([NH:4][CH2:5][CH2:6][C:7]1[N:8]([CH:29]([C:36]2[CH:41]=[CH:40][CH:39]=[CH:38][CH:37]=2)[C:30]2[CH:35]=[CH:34][CH:33]=[CH:32][CH:31]=2)[C:9]2[C:14]([C:15]=1[CH2:16][CH2:17]CC1C=CC(C(O)=O)=CC=1)=[CH:13][C:12](Cl)=[CH:11][CH:10]=2)(=O)C.[OH-:42].[K+].[ClH:44].[CH3:45][OH:46].